This data is from NCI-60 drug combinations with 297,098 pairs across 59 cell lines. The task is: Regression. Given two drug SMILES strings and cell line genomic features, predict the synergy score measuring deviation from expected non-interaction effect. (1) Drug 1: C1CC(C1)(C(=O)O)C(=O)O.[NH2-].[NH2-].[Pt+2]. Drug 2: C1CN(CCN1C(=O)CCBr)C(=O)CCBr. Cell line: LOX IMVI. Synergy scores: CSS=57.6, Synergy_ZIP=3.75, Synergy_Bliss=3.02, Synergy_Loewe=6.15, Synergy_HSA=8.25. (2) Drug 1: C1=CN(C=N1)CC(O)(P(=O)(O)O)P(=O)(O)O. Drug 2: CC12CCC3C(C1CCC2OP(=O)(O)O)CCC4=C3C=CC(=C4)OC(=O)N(CCCl)CCCl.[Na+]. Cell line: A549. Synergy scores: CSS=5.93, Synergy_ZIP=-3.82, Synergy_Bliss=-6.01, Synergy_Loewe=-3.99, Synergy_HSA=-6.04. (3) Drug 1: CCC(=C(C1=CC=CC=C1)C2=CC=C(C=C2)OCCN(C)C)C3=CC=CC=C3.C(C(=O)O)C(CC(=O)O)(C(=O)O)O. Drug 2: C(CN)CNCCSP(=O)(O)O. Cell line: HOP-92. Synergy scores: CSS=1.08, Synergy_ZIP=2.06, Synergy_Bliss=4.31, Synergy_Loewe=-0.279, Synergy_HSA=-0.398. (4) Drug 1: CC12CCC3C(C1CCC2=O)CC(=C)C4=CC(=O)C=CC34C. Drug 2: CC1=C(C(CCC1)(C)C)C=CC(=CC=CC(=CC(=O)O)C)C. Cell line: NCI-H322M. Synergy scores: CSS=42.9, Synergy_ZIP=6.70, Synergy_Bliss=8.61, Synergy_Loewe=9.84, Synergy_HSA=9.49. (5) Drug 1: CC1C(C(CC(O1)OC2CC(CC3=C2C(=C4C(=C3O)C(=O)C5=C(C4=O)C(=CC=C5)OC)O)(C(=O)CO)O)N)O.Cl. Drug 2: CCC1(C2=C(COC1=O)C(=O)N3CC4=CC5=C(C=CC(=C5CN(C)C)O)N=C4C3=C2)O.Cl. Cell line: SF-539. Synergy scores: CSS=38.5, Synergy_ZIP=-0.156, Synergy_Bliss=-1.34, Synergy_Loewe=-24.4, Synergy_HSA=0.263.